This data is from Full USPTO retrosynthesis dataset with 1.9M reactions from patents (1976-2016). The task is: Predict the reactants needed to synthesize the given product. (1) Given the product [CH3:7][C:6]1[O:5][N:4]=[CH:3][C:2]=1[NH:1][C:15](=[O:16])[O:17][C:18]1[CH:23]=[CH:22][CH:21]=[CH:20][CH:19]=1, predict the reactants needed to synthesize it. The reactants are: [NH2:1][C:2]1[CH:3]=[N:4][O:5][C:6]=1[CH3:7].N1C=CC=CC=1.Cl[C:15]([O:17][C:18]1[CH:23]=[CH:22][CH:21]=[CH:20][CH:19]=1)=[O:16]. (2) Given the product [O:21]=[C:10]1[N:9]([C@@H:5]2[CH2:6][CH2:7][CH2:8][N:3]([C:30]([NH2:29])=[O:31])[CH2:4]2)[C:13]2=[C:14]3[CH:20]=[CH:19][NH:18][C:15]3=[N:16][CH:17]=[C:12]2[NH:11]1, predict the reactants needed to synthesize it. The reactants are: Cl.Cl.[NH:3]1[CH2:8][CH2:7][CH2:6][C@@H:5]([N:9]2[C:13]3=[C:14]4[CH:20]=[CH:19][NH:18][C:15]4=[N:16][CH:17]=[C:12]3[NH:11][C:10]2=[O:21])[CH2:4]1.C(N(CC)CC)C.[N:29]([Si](C)(C)C)=[C:30]=[O:31]. (3) The reactants are: [Cl:1][C:2]1[CH:7]=[C:6]([O:8]C)[CH:5]=[CH:4][C:3]=1[CH:10]([CH3:27])[C:11]([C:17]1[CH:18]=[N:19][C:20]2[C:25]([CH:26]=1)=[CH:24][CH:23]=[CH:22][CH:21]=2)([OH:16])[C:12]([F:15])([F:14])[F:13].C([O-])([O-])=O.[Na+].[Na+]. Given the product [Cl:1][C:2]1[CH:7]=[C:6]([OH:8])[CH:5]=[CH:4][C:3]=1[CH:10]([CH3:27])[C:11]([OH:16])([C:17]1[CH:18]=[N:19][C:20]2[C:25]([CH:26]=1)=[CH:24][CH:23]=[CH:22][CH:21]=2)[C:12]([F:14])([F:13])[F:15], predict the reactants needed to synthesize it. (4) Given the product [NH2:7][C@H:8]([C:19]1[CH:20]=[C:21]([F:26])[CH:22]=[C:23]([F:25])[CH:24]=1)[CH2:9][CH2:10][C:11]([CH3:17])([CH3:18])[C:12]([O:14][CH2:15][CH3:16])=[O:13], predict the reactants needed to synthesize it. The reactants are: C([S@@]([NH:7][C@H:8]([C:19]1[CH:24]=[C:23]([F:25])[CH:22]=[C:21]([F:26])[CH:20]=1)[CH2:9][CH2:10][C:11]([CH3:18])([CH3:17])[C:12]([O:14][CH2:15][CH3:16])=[O:13])=O)(C)(C)C.Cl.